From a dataset of Peptide-MHC class I binding affinity with 185,985 pairs from IEDB/IMGT. Regression. Given a peptide amino acid sequence and an MHC pseudo amino acid sequence, predict their binding affinity value. This is MHC class I binding data. (1) The peptide sequence is GPRWPRRMP. The binding affinity (normalized) is 0.0847. The MHC is HLA-B48:01 with pseudo-sequence HLA-B48:01. (2) The peptide sequence is YLRPYMHGY. The MHC is HLA-B57:01 with pseudo-sequence HLA-B57:01. The binding affinity (normalized) is 0.205. (3) The peptide sequence is YLKEYIPKA. The MHC is HLA-A02:01 with pseudo-sequence HLA-A02:01. The binding affinity (normalized) is 0.952. (4) The peptide sequence is VLSDFKTWL. The MHC is HLA-A02:03 with pseudo-sequence HLA-A02:03. The binding affinity (normalized) is 0.476. (5) The peptide sequence is RRAARAEYL. The MHC is HLA-A30:01 with pseudo-sequence HLA-A30:01. The binding affinity (normalized) is 0.0875. (6) The peptide sequence is AQPKCNPNL. The MHC is HLA-B07:02 with pseudo-sequence HLA-B07:02. The binding affinity (normalized) is 0. (7) The peptide sequence is QTYMYTGQY. The MHC is BoLA-T2a with pseudo-sequence BoLA-T2a. The binding affinity (normalized) is 0.0641. (8) The peptide sequence is AVASGLLWV. The MHC is HLA-A02:01 with pseudo-sequence HLA-A02:01. The binding affinity (normalized) is 0.728. (9) The peptide sequence is GGDNRRGL. The MHC is Mamu-B03 with pseudo-sequence Mamu-B03. The binding affinity (normalized) is 0.